This data is from Reaction yield outcomes from USPTO patents with 853,638 reactions. The task is: Predict the reaction yield, written as a fraction of the theoretical maximum amount of product (1.0 means a 100% yield; for example, 0.34 means a 34% yield). (1) The reactants are [Br:1][C:2]1[S:6][C:5]([CH:7]([C:9]2[CH:14]=[CH:13][CH:12]=[C:11]([F:15])[CH:10]=2)O)=[CH:4][CH:3]=1.[CH3:16][O:17][C:18]([O:22][Si](C)(C)C)=[C:19]([CH3:21])[CH3:20].C([O-])([O-])=O.[K+].[K+]. The catalyst is ClCCl.[Ti](Cl)(Cl)(Cl)Cl. The yield is 0.875. The product is [CH3:16][O:17][C:18](=[O:22])[C:19]([CH3:21])([CH3:20])[CH:7]([C:5]1[S:6][C:2]([Br:1])=[CH:3][CH:4]=1)[C:9]1[CH:14]=[CH:13][CH:12]=[C:11]([F:15])[CH:10]=1. (2) The reactants are [CH2:1]([C:3]([C:28]1[CH:33]=[CH:32][C:31]([OH:34])=[C:30]([CH3:35])[CH:29]=1)([C:6]1[CH:11]=[CH:10][C:9](/[CH:12]=[CH:13]/[C:14]([O:23][CH2:24][O:25][CH3:26])([C:19]([F:22])([F:21])[F:20])[C:15]([F:18])([F:17])[F:16])=[C:8]([CH3:27])[CH:7]=1)[CH2:4][CH3:5])[CH3:2].C1(P(C2C=CC=CC=2)C2C=CC=CC=2)C=CC=CC=1.CCOC(/N=N/C(OCC)=O)=O.O[CH2:68][C@H:69]1[O:74][C:73](=[O:75])[CH2:72][CH2:71][CH2:70]1. The catalyst is C1(C)C=CC=CC=1. The product is [CH2:1]([C:3]([C:28]1[CH:33]=[CH:32][C:31]([O:34][CH2:68][C@H:69]2[O:74][C:73](=[O:75])[CH2:72][CH2:71][CH2:70]2)=[C:30]([CH3:35])[CH:29]=1)([C:6]1[CH:11]=[CH:10][C:9](/[CH:12]=[CH:13]/[C:14]([O:23][CH2:24][O:25][CH3:26])([C:19]([F:20])([F:21])[F:22])[C:15]([F:18])([F:17])[F:16])=[C:8]([CH3:27])[CH:7]=1)[CH2:4][CH3:5])[CH3:2]. The yield is 0.330. (3) The reactants are [F:1][C:2]([F:11])([F:10])[C:3]1[N:8]=[CH:7][C:6]([OH:9])=[CH:5][CH:4]=1.F[C:13]1[CH:20]=[CH:19][C:16]([CH:17]=[O:18])=[CH:15][CH:14]=1.C([O-])([O-])=O.[K+].[K+]. The catalyst is CN(C=O)C.O. The product is [F:11][C:2]([F:1])([F:10])[C:3]1[N:8]=[CH:7][C:6]([O:9][C:13]2[CH:20]=[CH:19][C:16]([CH:17]=[O:18])=[CH:15][CH:14]=2)=[CH:5][CH:4]=1. The yield is 1.00. (4) The reactants are [C:1]([O:5][C:6]([N:8]([C:19]([O:21][C:22]([CH3:25])([CH3:24])[CH3:23])=[O:20])[C:9]1[S:10][C:11]2[CH:17]=[CH:16][CH:15]=[C:14]([CH3:18])[C:12]=2[N:13]=1)=[O:7])([CH3:4])([CH3:3])[CH3:2].[Br:26]N1C(=O)CCC1=O.N(C(C)(C)C#N)=NC(C)(C)C#N. The catalyst is C(Cl)(Cl)(Cl)Cl. The product is [Br:26][CH2:18][C:14]1[C:12]2[N:13]=[C:9]([N:8]([C:19]([O:21][C:22]([CH3:25])([CH3:24])[CH3:23])=[O:20])[C:6]([O:5][C:1]([CH3:4])([CH3:3])[CH3:2])=[O:7])[S:10][C:11]=2[CH:17]=[CH:16][CH:15]=1. The yield is 0.950.